Dataset: Full USPTO retrosynthesis dataset with 1.9M reactions from patents (1976-2016). Task: Predict the reactants needed to synthesize the given product. (1) Given the product [CH3:6][C:7]1[CH:8]=[C:9]([NH:21][C:22]2[C:31]3[C:26](=[CH:27][CH:28]=[CH:29][C:30]=3[O:32][CH2:33][C@H:34]3[CH2:38][CH2:37][CH2:36][N:35]3[C:3](=[O:4])[CH2:2][N:42]3[CH2:39][CH2:41][CH2:47][CH2:45]3)[N:25]=[CH:24][N:23]=2)[CH:10]=[CH:11][C:12]=1[O:13][C:14]1[CH:15]=[N:16][C:17]([CH3:20])=[CH:18][CH:19]=1, predict the reactants needed to synthesize it. The reactants are: Cl[CH2:2][C:3](Cl)=[O:4].[CH3:6][C:7]1[CH:8]=[C:9]([NH:21][C:22]2[C:31]3[C:26](=[CH:27][CH:28]=[CH:29][C:30]=3[O:32][CH2:33][C@H:34]3[CH2:38][CH2:37][CH2:36][NH:35]3)[N:25]=[CH:24][N:23]=2)[CH:10]=[CH:11][C:12]=1[O:13][C:14]1[CH:15]=[N:16][C:17]([CH3:20])=[CH:18][CH:19]=1.[CH:39]([N:42]([CH:45]([CH3:47])C)CC)([CH3:41])C.N1CCCC1. (2) Given the product [C:22]([O:21][C:19]([N:8]1[CH2:9][CH2:10][CH:11]([C:12]([O:14][CH2:15][CH3:16])=[O:13])[CH2:17][CH2:18]1)=[O:20])([CH3:25])([CH3:24])[CH3:23], predict the reactants needed to synthesize it. The reactants are: C(N(CC)CC)C.[NH:8]1[CH2:18][CH2:17][CH:11]([C:12]([O:14][CH2:15][CH3:16])=[O:13])[CH2:10][CH2:9]1.[C:19](O[C:19]([O:21][C:22]([CH3:25])([CH3:24])[CH3:23])=[O:20])([O:21][C:22]([CH3:25])([CH3:24])[CH3:23])=[O:20].